This data is from hERG Central: cardiac toxicity at 1µM, 10µM, and general inhibition. The task is: Predict hERG channel inhibition at various concentrations. The drug is O=C(N/C(=C\c1ccc(Br)cc1)C(=O)N1CCCC1)c1ccccc1F. Results: hERG_inhib (hERG inhibition (general)): blocker.